Task: Predict which catalyst facilitates the given reaction.. Dataset: Catalyst prediction with 721,799 reactions and 888 catalyst types from USPTO (1) Product: [S:47]([O:1][CH2:2][CH2:3][O:4][CH2:5][CH2:6][O:7][CH2:8][CH2:9][O:10][CH2:11][CH2:12][O:13][CH2:14][C:15]#[C:16][C:17]1[CH:18]=[C:19]([CH:30]=[CH:31][CH:32]=1)[C:20]([O:22][CH2:23][C:24]1[CH:25]=[CH:26][CH:27]=[CH:28][CH:29]=1)=[O:21])([C:44]1[CH:45]=[CH:46][C:41]([CH3:40])=[CH:42][CH:43]=1)(=[O:49])=[O:48]. Reactant: [OH:1][CH2:2][CH2:3][O:4][CH2:5][CH2:6][O:7][CH2:8][CH2:9][O:10][CH2:11][CH2:12][O:13][CH2:14][C:15]#[C:16][C:17]1[CH:18]=[C:19]([CH:30]=[CH:31][CH:32]=1)[C:20]([O:22][CH2:23][C:24]1[CH:29]=[CH:28][CH:27]=[CH:26][CH:25]=1)=[O:21].C(N(CC)CC)C.[CH3:40][C:41]1[CH:46]=[CH:45][C:44]([S:47](Cl)(=[O:49])=[O:48])=[CH:43][CH:42]=1. The catalyst class is: 4. (2) Reactant: [Br:1][C:2]1[CH:3]=[C:4]([C:9](=N)[O:10][CH2:11][CH3:12])[CH:5]=[CH:6][C:7]=1[SH:8].O.S(=O)(=O)(O)[OH:16]. Product: [Br:1][C:2]1[CH:3]=[C:4]([CH:5]=[CH:6][C:7]=1[SH:8])[C:9]([O:10][CH2:11][CH3:12])=[O:16]. The catalyst class is: 490. (3) Reactant: [CH3:1][C:2]1[CH:10]=[C:9]([CH3:11])[CH:8]=[CH:7][C:3]=1[C:4](Cl)=[O:5].[CH3:12][C:13]1[N:14]=[C:15]([C:24]2[NH:28][N:27]=[CH:26][CH:25]=2)[C:16]2[CH2:22][CH:21]([CH3:23])[NH:20][CH2:19][C:17]=2[N:18]=1.CCN(C(C)C)C(C)C. Product: [CH3:12][C:13]1[N:14]=[C:15]([C:24]2[NH:28][N:27]=[CH:26][CH:25]=2)[C:16]2[CH2:22][CH:21]([CH3:23])[N:20]([C:4]([C:3]3[CH:7]=[CH:8][C:9]([CH3:11])=[CH:10][C:2]=3[CH3:1])=[O:5])[CH2:19][C:17]=2[N:18]=1. The catalyst class is: 2. (4) Reactant: [NH:1]1[CH:5]=[CH:4][N:3]=[CH:2]1.[OH-].[Na+].O.O.O.O.O.O.S([O-])([O-])(=O)=O.[Zn+2:19]. Product: [N-:1]1[CH:5]=[CH:4][N:3]=[CH:2]1.[Zn+2:19].[N-:1]1[CH:5]=[CH:4][N:3]=[CH:2]1. The catalyst class is: 6. (5) Reactant: [H-].[H-].[H-].[H-].[Li+].[Al+3].[CH2:7]([N:14]1[CH2:18][CH:17]2[C:19](=O)[N:20]([CH3:23])[C:21](=O)[CH:16]2[CH2:15]1)[C:8]1[CH:13]=[CH:12][CH:11]=[CH:10][CH:9]=1. Product: [CH2:7]([N:14]1[CH2:15][CH:16]2[CH:17]([CH2:19][N:20]([CH3:23])[CH2:21]2)[CH2:18]1)[C:8]1[CH:13]=[CH:12][CH:11]=[CH:10][CH:9]=1. The catalyst class is: 27. (6) Reactant: CN(C)[C:3](=O)[S:4][C:5]1[CH:10]=[C:9]([O:11][CH3:12])[CH:8]=[CH:7][C:6]=1[CH:13]=O.[OH-].[Na+].ClC[C:21]#[N:22]. Product: [CH3:12][O:11][C:9]1[CH:8]=[CH:7][C:6]2[CH:13]=[C:3]([C:21]#[N:22])[S:4][C:5]=2[CH:10]=1. The catalyst class is: 72.